From a dataset of Peptide-MHC class I binding affinity with 185,985 pairs from IEDB/IMGT. Regression. Given a peptide amino acid sequence and an MHC pseudo amino acid sequence, predict their binding affinity value. This is MHC class I binding data. (1) The peptide sequence is RDWFMLMPK. The MHC is HLA-A31:01 with pseudo-sequence HLA-A31:01. The binding affinity (normalized) is 0.382. (2) The binding affinity (normalized) is 0.814. The MHC is HLA-A02:03 with pseudo-sequence HLA-A02:03. The peptide sequence is LIYRQLTSNV. (3) The peptide sequence is GGNSSWPWQ. The MHC is Mamu-B52 with pseudo-sequence Mamu-B52. The binding affinity (normalized) is 0.355. (4) The peptide sequence is QSNENMEKI. The MHC is H-2-Db with pseudo-sequence H-2-Db. The binding affinity (normalized) is 0.574. (5) The peptide sequence is AVMLVHTYY. The MHC is HLA-B48:01 with pseudo-sequence HLA-B48:01. The binding affinity (normalized) is 0.0847. (6) The peptide sequence is KMSTDNAVY. The MHC is HLA-A31:01 with pseudo-sequence HLA-A31:01. The binding affinity (normalized) is 0.151. (7) The peptide sequence is GRLQSLQTY. The MHC is HLA-A03:01 with pseudo-sequence HLA-A03:01. The binding affinity (normalized) is 0.0847.